This data is from Reaction yield outcomes from USPTO patents with 853,638 reactions. The task is: Predict the reaction yield, written as a fraction of the theoretical maximum amount of product (1.0 means a 100% yield; for example, 0.34 means a 34% yield). (1) The reactants are [CH:1]1([CH2:4][N:5]2[CH2:10][CH2:9][NH:8][CH2:7][CH2:6]2)[CH2:3][CH2:2]1.Cl[C:12]1[N:17]=[CH:16][C:15]([C:18]2[CH:25]=[CH:24][C:21]([C:22]#[N:23])=[CH:20][CH:19]=2)=[CH:14][CH:13]=1. No catalyst specified. The product is [CH:1]1([CH2:4][N:5]2[CH2:10][CH2:9][N:8]([C:12]3[N:17]=[CH:16][C:15]([C:18]4[CH:25]=[CH:24][C:21]([C:22]#[N:23])=[CH:20][CH:19]=4)=[CH:14][CH:13]=3)[CH2:7][CH2:6]2)[CH2:3][CH2:2]1. The yield is 0.430. (2) The reactants are [Br:1][C:2]1[CH:3]=[CH:4][C:5]2[O:14][CH2:13][CH2:12][N:11]3[C:7](=[N:8][C:9](I)=[CH:10]3)[C:6]=2[CH:16]=1.Cl.[CH3:18][O:19][CH2:20][C:21]([NH2:23])=[NH:22].[CH3:24][C:25]1([CH3:65])C2C(=C(P(C3C=CC=CC=3)C3C=CC=CC=3)C=CC=2)OC2C(P(C3C=CC=CC=3)C3C=CC=CC=3)=CC=CC1=2.Cl.[CH:67]([NH:70]N)(C)C. The catalyst is CN(C=O)C.C(OCC)(=O)C.C([O-])(=O)C.[Pd+2].C([O-])(=O)C.C(O)(=O)C. The product is [Br:1][C:2]1[CH:3]=[CH:4][C:5]2[O:14][CH2:13][CH2:12][N:11]3[C:7](=[N:8][C:9]([C:67]4[N:70]([CH:25]([CH3:65])[CH3:24])[N:22]=[C:21]([CH2:20][O:19][CH3:18])[N:23]=4)=[CH:10]3)[C:6]=2[CH:16]=1. The yield is 0.400. (3) The yield is 0.860. No catalyst specified. The product is [OH:32][C@@:25]1([C:23]#[C:24][C:2]2[CH:3]=[C:4]([N:8]3[C:16]4[C:11](=[CH:12][CH:13]=[C:14]([O:17][CH3:18])[CH:15]=4)[C:10]([C:19]([O:21][CH3:22])=[O:20])=[N:9]3)[CH:5]=[CH:6][CH:7]=2)[CH2:29][CH2:28][N:27]([CH3:30])[C:26]1=[O:31]. The reactants are Br[C:2]1[CH:3]=[C:4]([N:8]2[C:16]3[C:11](=[CH:12][CH:13]=[C:14]([O:17][CH3:18])[CH:15]=3)[C:10]([C:19]([O:21][CH3:22])=[O:20])=[N:9]2)[CH:5]=[CH:6][CH:7]=1.[C:23]([C@:25]1([OH:32])[CH2:29][CH2:28][N:27]([CH3:30])[C:26]1=[O:31])#[CH:24]. (4) The reactants are [CH2:1]([O:8][C:9]1[C:13]([CH2:14][C:15]#N)=[CH:12][N:11]([CH3:17])[N:10]=1)[C:2]1[CH:7]=[CH:6][CH:5]=[CH:4][CH:3]=1.[OH-:18].[Na+].[O:20]1[CH2:24]CCC1.Cl. The catalyst is C(O)C. The product is [CH2:1]([O:8][C:9]1[C:13]([CH2:14][C:15]([O:20][CH3:24])=[O:18])=[CH:12][N:11]([CH3:17])[N:10]=1)[C:2]1[CH:7]=[CH:6][CH:5]=[CH:4][CH:3]=1. The yield is 0.880.